This data is from Reaction yield outcomes from USPTO patents with 853,638 reactions. The task is: Predict the reaction yield, written as a fraction of the theoretical maximum amount of product (1.0 means a 100% yield; for example, 0.34 means a 34% yield). (1) The reactants are [H-].[Na+].[CH:3]1([SH:6])[CH2:5][CH2:4]1.F[C:8]1[CH:13]=[CH:12][C:11]([N+:14]([O-:16])=[O:15])=[CH:10][CH:9]=1. The catalyst is C1COCC1.O. The product is [CH:3]1([S:6][C:8]2[CH:13]=[CH:12][C:11]([N+:14]([O-:16])=[O:15])=[CH:10][CH:9]=2)[CH2:5][CH2:4]1. The yield is 0.610. (2) The reactants are [CH3:1][C:2]1([CH3:34])[CH2:9][C:8](=O)[CH2:7][CH2:6][CH2:5][C:4]([CH3:12])([CH3:11])[P:3]1[C:13]1[CH:18]=[CH:17][CH:16]=[CH:15][C:14]=1[C:19]1[C:24]([CH:25]([CH3:27])[CH3:26])=[CH:23][C:22]([CH:28]([CH3:30])[CH3:29])=[CH:21][C:20]=1[CH:31]([CH3:33])[CH3:32].C(O)COCCO.O.NN.[OH-].[K+]. No catalyst specified. The product is [CH3:34][C:2]1([CH3:1])[CH2:9][CH2:8][CH2:7][CH2:6][CH2:5][C:4]([CH3:11])([CH3:12])[P:3]1[C:13]1[CH:18]=[CH:17][CH:16]=[CH:15][C:14]=1[C:19]1[C:20]([CH:31]([CH3:32])[CH3:33])=[CH:21][C:22]([CH:28]([CH3:30])[CH3:29])=[CH:23][C:24]=1[CH:25]([CH3:27])[CH3:26]. The yield is 0.410.